From a dataset of Full USPTO retrosynthesis dataset with 1.9M reactions from patents (1976-2016). Predict the reactants needed to synthesize the given product. (1) Given the product [Br:6][C:7]1[CH:8]=[CH:9][C:10]2[N:14]=[C:13]([C:15]([N:23]([O:4][CH3:1])[CH3:22])=[O:24])[N:12]([CH3:19])[C:11]=2[CH:20]=1, predict the reactants needed to synthesize it. The reactants are: [C:1]([O-:4])(O)=O.[Na+].[Br:6][C:7]1[CH:8]=[CH:9][C:10]2[N:14]=[C:13]([C:15](Cl)(Cl)Cl)[N:12]([CH3:19])[C:11]=2[CH:20]=1.C[C:22]#[N:23].[OH2:24]. (2) Given the product [N:11]1([C:2]2[C:3]([CH3:10])=[C:4]([NH2:9])[CH:5]=[CH:6][C:7]=2[CH3:8])[CH2:15][CH2:14][CH2:13][CH2:12]1, predict the reactants needed to synthesize it. The reactants are: Br[C:2]1[C:3]([CH3:10])=[C:4]([NH2:9])[CH:5]=[CH:6][C:7]=1[CH3:8].[NH:11]1[CH2:15][CH2:14][CH2:13][CH2:12]1.CC(C)([O-])C.[Na+]. (3) Given the product [S:2]([OH:5])(=[O:4])(=[O:3])[CH3:1].[F:7][C:8]1[CH:13]=[CH:12][C:11]([C@@H:14]([N:16]2[CH2:21][CH2:20][CH2:19]/[C:18](=[CH:22]\[C:23]3[CH:28]=[CH:27][C:26]([N:29]4[CH:33]=[C:32]([CH3:34])[N:31]=[CH:30]4)=[C:25]([O:35][CH3:36])[CH:24]=3)/[C:17]2=[O:37])[CH3:15])=[CH:10][CH:9]=1, predict the reactants needed to synthesize it. The reactants are: [CH3:1][S:2]([OH:5])(=[O:4])=[O:3].O.[F:7][C:8]1[CH:13]=[CH:12][C:11]([C@@H:14]([N:16]2[CH2:21][CH2:20][CH2:19]/[C:18](=[CH:22]\[C:23]3[CH:28]=[CH:27][C:26]([N:29]4[CH:33]=[C:32]([CH3:34])[N:31]=[CH:30]4)=[C:25]([O:35][CH3:36])[CH:24]=3)/[C:17]2=[O:37])[CH3:15])=[CH:10][CH:9]=1. (4) The reactants are: Cl[C:2]1[N:3]=[C:4]([N:15]2[CH2:20][CH2:19][O:18][CH2:17][CH2:16]2)[C:5]2[O:10][C:9]([C:11]([OH:14])([CH3:13])[CH3:12])=[CH:8][C:6]=2[N:7]=1.CC1(C)C(C)(C)OB([C:29]2[CH:37]=[CH:36][CH:35]=[C:34]3[C:30]=2[CH:31]=[N:32][NH:33]3)O1.C([O-])(=O)C.[K+]. Given the product [NH:33]1[C:34]2[C:30](=[C:29]([C:2]3[N:3]=[C:4]([N:15]4[CH2:20][CH2:19][O:18][CH2:17][CH2:16]4)[C:5]4[O:10][C:9]([C:11]([OH:14])([CH3:13])[CH3:12])=[CH:8][C:6]=4[N:7]=3)[CH:37]=[CH:36][CH:35]=2)[CH:31]=[N:32]1, predict the reactants needed to synthesize it. (5) Given the product [F:1][C:2]1[CH:24]=[CH:23][CH:22]=[C:21]([F:25])[C:3]=1[C:4]([NH:6][C:7]1[CH:12]=[N:11][C:10]([C:13]2[CH:17]=[C:16]([C:18]3[N:40]([CH3:39])[CH:36]=[N:37][CH:38]=3)[S:15][C:14]=2[CH3:20])=[CH:9][N:8]=1)=[O:5], predict the reactants needed to synthesize it. The reactants are: [F:1][C:2]1[CH:24]=[CH:23][CH:22]=[C:21]([F:25])[C:3]=1[C:4]([NH:6][C:7]1[CH:12]=[N:11][C:10]([C:13]2[CH:17]=[C:16]([CH:18]=O)[S:15][C:14]=2[CH3:20])=[CH:9][N:8]=1)=[O:5].CC1C=CC(S([CH2:36][N:37]=[CH2:38])(=O)=O)=CC=1.[CH3:39][NH2:40]. (6) Given the product [C:19]([C:2]1[CH:7]=[CH:6][C:5]([C:8]2[CH:13]=[CH:12][N:11]=[CH:10][CH:9]=2)=[CH:4][C:3]=1[F:14])#[CH:20], predict the reactants needed to synthesize it. The reactants are: Br[C:2]1[CH:7]=[CH:6][C:5]([C:8]2[CH:13]=[CH:12][N:11]=[CH:10][CH:9]=2)=[CH:4][C:3]=1[F:14].[Si]([C:19]#[CH:20])(C)(C)C.CCN(CC)CC.C([O-])([O-])=O.[K+].[K+]. (7) Given the product [Br:1][C:2]1[CH:7]=[CH:6][CH:5]=[CH:4][C:3]=1[C:14]1[CH:15]=[CH:16][C:11]([C:10]([F:21])([F:20])[F:9])=[CH:12][CH:13]=1, predict the reactants needed to synthesize it. The reactants are: [Br:1][C:2]1[CH:7]=[CH:6][CH:5]=[CH:4][C:3]=1I.[F:9][C:10]([F:21])([F:20])[C:11]1[CH:16]=[CH:15][C:14](B(O)O)=[CH:13][CH:12]=1.C(=O)([O-])[O-].[Na+].[Na+]. (8) Given the product [CH:17]1([N:16]2[C:57](=[O:53])[NH:13][C:5]3[C:4]2=[N:3][C:2]([C:26]2[CH:25]=[CH:38][CH:42]=[C:29]([OH:31])[CH:27]=2)=[N:7][C:6]=3[C:8]([NH2:47])=[O:10])[CH2:18][CH2:19][CH2:20][CH2:21]1, predict the reactants needed to synthesize it. The reactants are: Cl[C:2]1[N:7]=[C:6]([C:8]([O:10]CC)=O)[C:5]([N+:13]([O-])=O)=[C:4]([NH:16][CH:17]2[CH2:21][CH2:20][CH2:19][CH2:18]2)[N:3]=1.ClC1N=[C:27]([C:29]([O:31]CC)=O)[C:26]([N+]([O-])=O)=[C:25](Cl)N=1.[CH:38]1(N)[CH2:42]CCC1.C([N:47](C(C)C)CC)(C)C.[O:53]1[CH2:57]CCC1. (9) The reactants are: [CH:1]1([C:4]2[CH:5]=[N:6][C:7]([NH:14][C:15]3[CH:16]=[C:17]4[C:21](=[CH:22][CH:23]=3)[N:20]([C:24]3[CH:29]=[CH:28][CH:27]=[CH:26][CH:25]=3)[CH:19]=[CH:18]4)=[C:8]([CH:13]=2)[C:9]([O:11]C)=[O:10])[CH2:3][CH2:2]1.[OH-].[Na+].O.Cl. Given the product [CH:1]1([C:4]2[CH:5]=[N:6][C:7]([NH:14][C:15]3[CH:16]=[C:17]4[C:21](=[CH:22][CH:23]=3)[N:20]([C:24]3[CH:29]=[CH:28][CH:27]=[CH:26][CH:25]=3)[CH:19]=[CH:18]4)=[C:8]([CH:13]=2)[C:9]([OH:11])=[O:10])[CH2:2][CH2:3]1, predict the reactants needed to synthesize it. (10) Given the product [Cl:22][C:20]1[C:19]([O:23][C@H:24]2[CH2:28][CH2:27][CH2:26][C@@H:25]2[C:29]2[N:33]([CH3:34])[N:32]=[CH:31][CH:30]=2)=[CH:18][C:17]([F:35])=[C:16]([S:13]([NH:7][C:8]2[N:9]=[CH:10][S:11][CH:12]=2)(=[O:15])=[O:14])[CH:21]=1, predict the reactants needed to synthesize it. The reactants are: C(OC(=O)[N:7]([S:13]([C:16]1[CH:21]=[C:20]([Cl:22])[C:19]([O:23][C@H:24]2[CH2:28][CH2:27][CH2:26][C@@H:25]2[C:29]2[N:33]([CH3:34])[N:32]=[CH:31][CH:30]=2)=[CH:18][C:17]=1[F:35])(=[O:15])=[O:14])[C:8]1[N:9]=[CH:10][S:11][CH:12]=1)(C)(C)C.FC(F)(F)C(O)=O.